From a dataset of Forward reaction prediction with 1.9M reactions from USPTO patents (1976-2016). Predict the product of the given reaction. (1) Given the reactants [Cl:1][C:2]1[C:7]([NH:8][C:9]2[N:14]=[C:13]([N:15]([CH:25]3[CH2:27][CH2:26]3)CC3C=CC(OC)=CC=3)[C:12]3=[N:28][CH:29]=[C:30]([C:31]#[N:32])[N:11]3[N:10]=2)=[CH:6][C:5]([C:33]#[N:34])=[CH:4][C:3]=1[N:35]1[CH2:40][CH2:39][CH:38]([NH:41]C(=O)OC(C)(C)C)[CH2:37][CH2:36]1.C1(OC)C=CC=CC=1.FC(F)(F)C(O)=O, predict the reaction product. The product is: [NH2:41][CH:38]1[CH2:37][CH2:36][N:35]([C:3]2[C:2]([Cl:1])=[C:7]([NH:8][C:9]3[N:14]=[C:13]([NH:15][CH:25]4[CH2:27][CH2:26]4)[C:12]4=[N:28][CH:29]=[C:30]([C:31]#[N:32])[N:11]4[N:10]=3)[CH:6]=[C:5]([C:33]#[N:34])[CH:4]=2)[CH2:40][CH2:39]1. (2) The product is: [CH:16]1[C:17]2[C:22](=[CH:21][CH:20]=[CH:19][CH:18]=2)[CH:23]=[CH:24][C:15]=1[NH:14][C:10]1[CH:11]=[CH:12][CH:13]=[C:4]([C:3]([OH:25])=[O:2])[C:5]=1[C:6]([OH:8])=[O:7]. Given the reactants C[O:2][C:3](=[O:25])[C:4]1[C:5](=[C:10]([NH:14][C:15]2[CH:24]=[CH:23][C:22]3[C:17](=[CH:18][CH:19]=[CH:20][CH:21]=3)[CH:16]=2)[CH:11]=[CH:12][CH:13]=1)[C:6]([O:8]C)=[O:7].[OH-].[Na+], predict the reaction product. (3) Given the reactants [CH3:1][O:2][C:3]1[CH:44]=[C:43]([O:45][CH3:46])[CH:42]=[CH:41][C:4]=1[CH2:5][NH:6][CH2:7][C:8]1[CH:13]=[CH:12][N:11]=[C:10]2[N:14]([S:31]([C:34]3[CH:39]=[CH:38][C:37]([CH3:40])=[CH:36][CH:35]=3)(=[O:33])=[O:32])[C:15]([C:17]3[C:25]4[C:20](=[CH:21][C:22]([O:28][CH3:29])=[C:23]([O:26][CH3:27])[CH:24]=4)[N:19]([CH3:30])[CH:18]=3)=[CH:16][C:9]=12.[C:47]1([S:53](Cl)(=[O:55])=[O:54])[CH:52]=[CH:51][CH:50]=[CH:49][CH:48]=1, predict the reaction product. The product is: [CH3:1][O:2][C:3]1[CH:44]=[C:43]([O:45][CH3:46])[CH:42]=[CH:41][C:4]=1[CH2:5][N:6]([CH2:7][C:8]1[CH:13]=[CH:12][N:11]=[C:10]2[N:14]([S:31]([C:34]3[CH:35]=[CH:36][C:37]([CH3:40])=[CH:38][CH:39]=3)(=[O:33])=[O:32])[C:15]([C:17]3[C:25]4[C:20](=[CH:21][C:22]([O:28][CH3:29])=[C:23]([O:26][CH3:27])[CH:24]=4)[N:19]([CH3:30])[CH:18]=3)=[CH:16][C:9]=12)[S:53]([C:47]1[CH:52]=[CH:51][CH:50]=[CH:49][CH:48]=1)(=[O:55])=[O:54]. (4) Given the reactants [O:1]=[C:2]1[CH2:11][CH2:10][C:9]2[CH:8]=[C:7]([C@H:12]3[CH2:21][CH2:20][C@@:14]4([NH:18][C:17](=[O:19])[O:16][CH2:15]4)[CH2:13]3)[CH:6]=[CH:5][C:4]=2[CH2:3]1.[CH2:22]=[CH:23][CH2:24][CH:25](O)[CH2:26][CH2:27][CH2:28][CH3:29].[Sn](Cl)(Cl)(Cl)[Cl:32], predict the reaction product. The product is: [CH2:25]([CH:26]1[O:1][C:2]2([CH2:11][CH2:10][C:9]3[C:4](=[CH:5][CH:6]=[C:7]([C@H:12]4[CH2:21][CH2:20][C@@:14]5([NH:18][C:17](=[O:19])[O:16][CH2:15]5)[CH2:13]4)[CH:8]=3)[CH2:3]2)[CH2:29][CH:28]([Cl:32])[CH2:27]1)[CH2:24][CH2:23][CH3:22]. (5) Given the reactants CC1(C)C(C)(C)OB([C:9]2[CH:10]=[C:11]3[C:16](=[N:17][CH:18]=2)[N:15]([C:19]([NH2:21])=[O:20])[CH2:14][CH2:13][CH2:12]3)O1.Br[C:24]1[CH:25]=[C:26]([CH2:30][O:31][CH2:32][CH2:33][N:34]2[CH2:39][CH2:38][O:37][CH2:36][CH2:35]2)[CH:27]=[N:28][CH:29]=1.C([O-])([O-])=O.[Na+].[Na+].O, predict the reaction product. The product is: [O:37]1[CH2:38][CH2:39][N:34]([CH2:33][CH2:32][O:31][CH2:30][C:26]2[CH:25]=[C:24]([C:9]3[CH:10]=[C:11]4[C:16](=[N:17][CH:18]=3)[N:15]([C:19]([NH2:21])=[O:20])[CH2:14][CH2:13][CH2:12]4)[CH:29]=[N:28][CH:27]=2)[CH2:35][CH2:36]1.